Dataset: Forward reaction prediction with 1.9M reactions from USPTO patents (1976-2016). Task: Predict the product of the given reaction. (1) Given the reactants [NH2:1][CH:2]1[CH2:5][N:4]([C:6]([C:8]2[CH:9]=[C:10]([CH:23]=[CH:24][C:25]=2[F:26])[CH2:11][C:12]2[C:21]3[C:16](=[CH:17][CH:18]=[CH:19][CH:20]=3)[C:15](=[O:22])[NH:14][N:13]=2)=[O:7])[CH2:3]1.[OH:27][CH2:28][C:29](=O)[CH3:30].C(O[BH-](OC(=O)C)OC(=O)C)(=O)C.[Na+], predict the reaction product. The product is: [F:26][C:25]1[CH:24]=[CH:23][C:10]([CH2:11][C:12]2[C:21]3[C:16](=[CH:17][CH:18]=[CH:19][CH:20]=3)[C:15](=[O:22])[NH:14][N:13]=2)=[CH:9][C:8]=1[C:6]([N:4]1[CH2:3][CH:2]([NH:1][CH:29]([CH3:30])[CH2:28][OH:27])[CH2:5]1)=[O:7]. (2) The product is: [Cl:7][C:8]1[C:9]([OH:21])=[C:10]([CH2:15][CH2:16][C:17]([O:19][CH3:20])=[O:18])[CH:11]=[C:12]2[C:13]=1[O:14][C:4](=[O:5])[CH:3]=[C:2]2[CH3:1]. Given the reactants [CH2:1]=[C:2]1O[C:4](=[O:5])[CH2:3]1.[Cl:7][C:8]1[C:9]([OH:21])=[C:10]([CH2:15][CH2:16][C:17]([O:19][CH3:20])=[O:18])[CH:11]=[CH:12][C:13]=1[OH:14].CO, predict the reaction product. (3) Given the reactants [NH2:1][C:2]1[C:11]([C:12]([NH:14][C:15]2[CH:16]=[N:17][CH:18]=[CH:19][C:20]=2[N:21]2[CH2:30][CH2:29][C:24]3(OCC[O:25]3)[CH2:23][CH2:22]2)=[O:13])=[C:5]2[N:6]=[CH:7][C:8]([Cl:10])=[CH:9][N:4]2[N:3]=1.Cl.[OH-].[Na+], predict the reaction product. The product is: [NH2:1][C:2]1[C:11]([C:12]([NH:14][C:15]2[CH:16]=[N:17][CH:18]=[CH:19][C:20]=2[N:21]2[CH2:22][CH2:23][C:24](=[O:25])[CH2:29][CH2:30]2)=[O:13])=[C:5]2[N:6]=[CH:7][C:8]([Cl:10])=[CH:9][N:4]2[N:3]=1. (4) Given the reactants [CH3:1][C:2]1[C:6]([C:7]2[C:16]3[O:15][CH2:14][C@H:13]([C:17]4[CH:22]=[CH:21][CH:20]=[CH:19][N:18]=4)[N:12]4[C:23]([C:25]5[CH2:26][CH2:27][N:28]([C:31]([O:33][C:34]([CH3:37])([CH3:36])[CH3:35])=[O:32])[CH2:29][CH:30]=5)=[N:24][C:10]([C:11]=34)=[CH:9][CH:8]=2)=[C:5]([CH3:38])[O:4][N:3]=1.[H][H], predict the reaction product. The product is: [CH3:1][C:2]1[C:6]([C:7]2[C:16]3[O:15][CH2:14][C@H:13]([C:17]4[CH:22]=[CH:21][CH:20]=[CH:19][N:18]=4)[N:12]4[C:23]([CH:25]5[CH2:30][CH2:29][N:28]([C:31]([O:33][C:34]([CH3:36])([CH3:35])[CH3:37])=[O:32])[CH2:27][CH2:26]5)=[N:24][C:10]([C:11]=34)=[CH:9][CH:8]=2)=[C:5]([CH3:38])[O:4][N:3]=1.